Dataset: Forward reaction prediction with 1.9M reactions from USPTO patents (1976-2016). Task: Predict the product of the given reaction. (1) Given the reactants [Br:1][C:2]1[CH:3]=[C:4]([CH:8]=[CH:9][CH:10]=1)[CH2:5][CH2:6][NH2:7].[Cl:11][C:12]1[CH:20]=[CH:19][CH:18]=[CH:17][C:13]=1[C:14](Cl)=[O:15].O, predict the reaction product. The product is: [Br:1][C:2]1[CH:3]=[C:4]([CH2:5][CH2:6][NH:7][C:14](=[O:15])[C:13]2[CH:17]=[CH:18][CH:19]=[CH:20][C:12]=2[Cl:11])[CH:8]=[CH:9][CH:10]=1. (2) The product is: [Cl:17][C:18]1[CH:19]=[CH:20][C:21]([CH2:24][C:25]2[S:27][CH:2]=[C:3]([CH:5]3[CH2:10][CH2:9][N:8]([C:11]([O:13][CH2:14][CH:15]=[CH2:16])=[O:12])[CH2:7][CH2:6]3)[N:26]=2)=[CH:22][CH:23]=1. Given the reactants Br[CH2:2][C:3]([CH:5]1[CH2:10][CH2:9][N:8]([C:11]([O:13][CH2:14][CH:15]=[CH2:16])=[O:12])[CH2:7][CH2:6]1)=O.[Cl:17][C:18]1[CH:23]=[CH:22][C:21]([CH2:24][C:25](=[S:27])[NH2:26])=[CH:20][CH:19]=1, predict the reaction product. (3) Given the reactants [BH4-].[Na+].[CH3:15][C:14]([O:13][C:11](O[C:11]([O:13][C:14]([CH3:17])([CH3:16])[CH3:15])=[O:12])=[O:12])([CH3:17])[CH3:16].[Br:18][C:19]1[CH:20]=[CH:21][C:22]([CH3:27])=[C:23]([CH:26]=1)[C:24]#[N:25], predict the reaction product. The product is: [Br:18][C:19]1[CH:20]=[CH:21][C:22]([CH3:27])=[C:23]([CH2:24][NH:25][C:11](=[O:12])[O:13][C:14]([CH3:15])([CH3:16])[CH3:17])[CH:26]=1. (4) Given the reactants C[O:2][C:3]1[CH:20]=[C:19]([C:21]([OH:23])=O)[CH:18]=[C:17]2[C:4]=1[C@H:5]1[C@H:14]([CH2:15][S:16]2(=[O:25])=[O:24])[C@:13]2([CH3:26])[C@H:8]([C:9]([CH3:28])([CH3:27])[CH2:10][CH2:11][CH2:12]2)[CH2:7][CH2:6]1.[CH3:29]N(C(ON1N=NC2C=CC=NC1=2)=[N+](C)C)C.F[P-](F)(F)(F)(F)F.CN1CCOCC1.[CH3:60][N:61]1[CH2:66][CH2:65][NH:64][CH2:63][CH2:62]1, predict the reaction product. The product is: [OH:2][C:3]1[CH:20]=[C:19]([C:21]([N:64]2[CH2:65][CH2:66][N:61]([CH3:60])[CH2:62][CH2:63]2)=[O:23])[CH:18]=[C:17]2[C:4]=1[C@@:5]1([CH3:29])[C@H:14]([CH2:15][S:16]2(=[O:24])=[O:25])[C@:13]2([CH3:26])[C@H:8]([C:9]([CH3:28])([CH3:27])[CH2:10][CH2:11][CH2:12]2)[CH2:7][CH2:6]1. (5) Given the reactants [N:1]1([C:7]2[CH:12]=[CH:11][C:10]([S:13]([NH:16][C:17]3[S:21][N:20]=[CH:19][N:18]=3)(=[O:15])=[O:14])=[CH:9][CH:8]=2)[CH2:6][CH2:5][NH:4][CH2:3][CH2:2]1.[F:22][C:23]1[CH:31]=[CH:30][CH:29]=[C:28]2[C:24]=1[CH:25]=[CH:26][N:27]2[C@H:32]([CH3:36])[C:33](O)=[O:34].CN(C(ON1N=NC2C=CC=NC1=2)=[N+](C)C)C.F[P-](F)(F)(F)(F)F.C(N(CC)C(C)C)(C)C, predict the reaction product. The product is: [F:22][C:23]1[CH:31]=[CH:30][CH:29]=[C:28]2[C:24]=1[CH:25]=[CH:26][N:27]2[C@H:32]([CH3:36])[C:33]([N:4]1[CH2:5][CH2:6][N:1]([C:7]2[CH:8]=[CH:9][C:10]([S:13]([NH:16][C:17]3[S:21][N:20]=[CH:19][N:18]=3)(=[O:15])=[O:14])=[CH:11][CH:12]=2)[CH2:2][CH2:3]1)=[O:34]. (6) Given the reactants [F:1][C:2]([F:29])([F:28])[C:3]([C:9]1[CH:14]=[CH:13][C:12]([C:15]2[CH:20]=[CH:19][C:18]([CH2:21][N:22]3[CH2:27][CH2:26][NH:25][CH2:24][CH2:23]3)=[CH:17][CH:16]=2)=[CH:11][CH:10]=1)([OH:8])[C:4]([F:7])([F:6])[F:5].[S:30]1[CH:34]=[C:33]([C:35](O)=[O:36])[N:32]=[CH:31]1.C(Cl)CCl.C1C=CC2N(O)N=NC=2C=1, predict the reaction product. The product is: [F:29][C:2]([F:28])([F:1])[C:3]([C:9]1[CH:10]=[CH:11][C:12]([C:15]2[CH:20]=[CH:19][C:18]([CH2:21][N:22]3[CH2:23][CH2:24][N:25]([C:35]([C:33]4[N:32]=[CH:31][S:30][CH:34]=4)=[O:36])[CH2:26][CH2:27]3)=[CH:17][CH:16]=2)=[CH:13][CH:14]=1)([OH:8])[C:4]([F:7])([F:6])[F:5].